Dataset: TCR-epitope binding with 47,182 pairs between 192 epitopes and 23,139 TCRs. Task: Binary Classification. Given a T-cell receptor sequence (or CDR3 region) and an epitope sequence, predict whether binding occurs between them. (1) The TCR CDR3 sequence is CASRPTGLAENTGELFF. The epitope is YLQPRTFLL. Result: 1 (the TCR binds to the epitope). (2) The epitope is RIFTIGTVTLK. The TCR CDR3 sequence is CASSLSGPAIIPISGANVLTF. Result: 1 (the TCR binds to the epitope). (3) The epitope is TSDLATNNLVVMAY. The TCR CDR3 sequence is CASGLLYEQYF. Result: 0 (the TCR does not bind to the epitope).